From a dataset of NCI-60 drug combinations with 297,098 pairs across 59 cell lines. Regression. Given two drug SMILES strings and cell line genomic features, predict the synergy score measuring deviation from expected non-interaction effect. (1) Drug 1: CC1=C2C(C(=O)C3(C(CC4C(C3C(C(C2(C)C)(CC1OC(=O)C(C(C5=CC=CC=C5)NC(=O)OC(C)(C)C)O)O)OC(=O)C6=CC=CC=C6)(CO4)OC(=O)C)O)C)O. Drug 2: CC1=C(N=C(N=C1N)C(CC(=O)N)NCC(C(=O)N)N)C(=O)NC(C(C2=CN=CN2)OC3C(C(C(C(O3)CO)O)O)OC4C(C(C(C(O4)CO)O)OC(=O)N)O)C(=O)NC(C)C(C(C)C(=O)NC(C(C)O)C(=O)NCCC5=NC(=CS5)C6=NC(=CS6)C(=O)NCCC[S+](C)C)O. Cell line: UACC62. Synergy scores: CSS=18.9, Synergy_ZIP=-2.17, Synergy_Bliss=6.74, Synergy_Loewe=3.73, Synergy_HSA=4.58. (2) Drug 1: C1=NNC2=C1C(=O)NC=N2. Drug 2: C1CCC(C(C1)N)N.C(=O)(C(=O)[O-])[O-].[Pt+4]. Cell line: NCI-H226. Synergy scores: CSS=0.611, Synergy_ZIP=-1.31, Synergy_Bliss=-2.62, Synergy_Loewe=-5.80, Synergy_HSA=-6.33.